This data is from Reaction yield outcomes from USPTO patents with 853,638 reactions. The task is: Predict the reaction yield, written as a fraction of the theoretical maximum amount of product (1.0 means a 100% yield; for example, 0.34 means a 34% yield). (1) The reactants are CO.[CH3:3][Si:4]([CH3:34])([CH3:33])[CH2:5][CH2:6][O:7][CH2:8][N:9]1[C:13]2[CH:14]=[N:15][N:16]([CH2:19][O:20][CH2:21][CH2:22][Si:23]([CH3:26])([CH3:25])[CH3:24])[C:17](=[O:18])[C:12]=2[C:11]([C:27]#[C:28][Si](C)(C)C)=[CH:10]1.C(=O)([O-])[O-].[K+].[K+].[Cl-].[Na+]. The catalyst is O. The product is [C:27]([C:11]1[C:12]2[C:17](=[O:18])[N:16]([CH2:19][O:20][CH2:21][CH2:22][Si:23]([CH3:24])([CH3:25])[CH3:26])[N:15]=[CH:14][C:13]=2[N:9]([CH2:8][O:7][CH2:6][CH2:5][Si:4]([CH3:33])([CH3:3])[CH3:34])[CH:10]=1)#[CH:28]. The yield is 0.930. (2) The reactants are C(=[N:14][C:15]1[CH:16]=[CH:17][C:18]([F:32])=[C:19]([C@:21]2([CH3:31])[C:27]([F:29])([F:28])[CH2:26][O:25][CH2:24][C:23](=[O:30])[NH:22]2)[CH:20]=1)(C1C=CC=CC=1)C1C=CC=CC=1.Cl.C([O-])(O)=O.[Na+]. The catalyst is O1CCOCC1. The product is [NH2:14][C:15]1[CH:16]=[CH:17][C:18]([F:32])=[C:19]([C@:21]2([CH3:31])[C:27]([F:28])([F:29])[CH2:26][O:25][CH2:24][C:23](=[O:30])[NH:22]2)[CH:20]=1. The yield is 0.900. (3) The reactants are COC1C=CC(C[N:8]2[CH2:13][C@@H:12]([CH3:14])[C@@H:11]3[O:15][C:16](=[O:18])[NH:17][C@@H:10]3[CH2:9]2)=CC=1. The catalyst is CO.[OH-].[OH-].[Pd+2]. The product is [CH3:14][C@@H:12]1[CH2:13][NH:8][CH2:9][C@H:10]2[NH:17][C:16](=[O:18])[O:15][C@@H:11]12. The yield is 0.990. (4) The yield is 0.980. The reactants are [N+:1]([C:4]1[CH:12]=[C:11]2[C:7]([C:8]([C:13]#[N:14])=[CH:9][NH:10]2)=[CH:6][CH:5]=1)([O-])=O. The product is [NH2:1][C:4]1[CH:12]=[C:11]2[C:7]([C:8]([C:13]#[N:14])=[CH:9][NH:10]2)=[CH:6][CH:5]=1. The catalyst is CCO.[Pd]. (5) The reactants are [CH2:1]([C:6]1[CH:11]=[CH:10][C:9]([C:12]2[N:16]([CH3:17])[N:15]=[C:14]([C:18](=O)[CH3:19])[C:13]=2[OH:21])=[CH:8][CH:7]=1)[CH2:2][CH2:3][CH2:4][CH3:5].[NH:22]([C:24]([NH:26][C:27]1[CH:35]=[CH:34][C:30]([C:31]([OH:33])=[O:32])=[CH:29][CH:28]=1)=[S:25])[NH2:23].CN(C)C=O. The catalyst is Cl.O. The product is [CH2:1]([C:6]1[CH:11]=[CH:10][C:9]([C:12]2[N:16]([CH3:17])[N:15]=[C:14]([C:18](=[N:23][NH:22][C:24]([NH:26][C:27]3[CH:35]=[CH:34][C:30]([C:31]([OH:33])=[O:32])=[CH:29][CH:28]=3)=[S:25])[CH3:19])[C:13]=2[OH:21])=[CH:8][CH:7]=1)[CH2:2][CH2:3][CH2:4][CH3:5]. The yield is 0.760. (6) The reactants are Cl[CH2:2][CH2:3][C@H:4]([C:21]1[CH:26]=[CH:25][CH:24]=[CH:23][CH:22]=1)[O:5][C:6]1[CH:11]=[CH:10][C:9]([O:12][C:13]([O:15][C:16]([CH3:19])([CH3:18])[CH3:17])=[O:14])=[CH:8][C:7]=1[CH3:20].[I-:27].[Na+].CC(=O)CC. The catalyst is CCOCC. The product is [I:27][CH2:2][CH2:3][C@H:4]([C:21]1[CH:26]=[CH:25][CH:24]=[CH:23][CH:22]=1)[O:5][C:6]1[CH:11]=[CH:10][C:9]([O:12][C:13]([O:15][C:16]([CH3:19])([CH3:18])[CH3:17])=[O:14])=[CH:8][C:7]=1[CH3:20]. The yield is 0.910. (7) The reactants are [NH2:1][C@@H:2]1[C:8](=[O:9])[N:7]([CH2:10][C:11]#[CH:12])[C:6]2[CH:13]=[CH:14][CH:15]=[CH:16][C:5]=2[O:4][C@@H:3]1[C:17]1[CH:22]=[CH:21][CH:20]=[CH:19][CH:18]=1.[F:23][C:24]1[CH:25]=[C:26]([CH2:31][C:32]([NH:34][C@H:35]([C:37](O)=[O:38])[CH3:36])=[O:33])[CH:27]=[C:28]([F:30])[CH:29]=1.C1C=CC2N(O)N=NC=2C=1.CN1CCOCC1.CCN=C=NCCCN(C)C.Cl. The catalyst is ClCCl. The product is [F:23][C:24]1[CH:25]=[C:26]([CH2:31][C:32]([NH:34][C@H:35]([C:37]([NH:1][C@@H:2]2[C:8](=[O:9])[N:7]([CH2:10][C:11]#[CH:12])[C:6]3[CH:13]=[CH:14][CH:15]=[CH:16][C:5]=3[O:4][C@@H:3]2[C:17]2[CH:22]=[CH:21][CH:20]=[CH:19][CH:18]=2)=[O:38])[CH3:36])=[O:33])[CH:27]=[C:28]([F:30])[CH:29]=1. The yield is 0.740. (8) The reactants are [OH:1][C:2]1[CH:9]=[C:8]([O:10][CH2:11][O:12][CH3:13])[CH:7]=[CH:6][C:3]=1[CH:4]=O.[CH2:14](Br)[C:15]1[CH:20]=[CH:19][CH:18]=[CH:17][CH:16]=1.C(=O)([O-])[O-].[K+].[K+].C(OP([CH2:36][C:37]([O:39][CH2:40][CH3:41])=[O:38])(OCC)=O)C.[H-].[Na+].[Cl-].[NH4+]. The catalyst is CN(C)C=O.O1CCCC1.O. The product is [CH2:14]([O:1][C:2]1[CH:9]=[C:8]([O:10][CH2:11][O:12][CH3:13])[CH:7]=[CH:6][C:3]=1/[CH:4]=[CH:36]/[C:37]([O:39][CH2:40][CH3:41])=[O:38])[C:15]1[CH:20]=[CH:19][CH:18]=[CH:17][CH:16]=1. The yield is 0.960. (9) The reactants are Cl.[CH2:2]([N:9]1[CH2:14][CH2:13][C:12]([C:16]2[CH:21]=[CH:20][C:19]([O:22][CH3:23])=[CH:18][CH:17]=2)(O)[CH2:11][CH2:10]1)[C:3]1[CH:8]=[CH:7][CH:6]=[CH:5][CH:4]=1.[OH-].[Na+]. The catalyst is O1CCOCC1. The product is [CH2:2]([N:9]1[CH2:10][CH:11]=[C:12]([C:16]2[CH:17]=[CH:18][C:19]([O:22][CH3:23])=[CH:20][CH:21]=2)[CH2:13][CH2:14]1)[C:3]1[CH:4]=[CH:5][CH:6]=[CH:7][CH:8]=1. The yield is 0.470. (10) The reactants are [N-:1]=[N+:2]=[N-:3].[Na+].[Cl-].[NH4+].[C:7]1([C:23]2[CH:28]=[CH:27][CH:26]=[CH:25][CH:24]=2)[CH:12]=[CH:11][C:10]([CH2:13][O:14][C:15]2[CH:16]=[C:17]([CH:20]=[CH:21][CH:22]=2)[C:18]#[N:19])=[CH:9][CH:8]=1.O. The catalyst is CN(C)C=O. The product is [C:7]1([C:23]2[CH:28]=[CH:27][CH:26]=[CH:25][CH:24]=2)[CH:12]=[CH:11][C:10]([CH2:13][O:14][C:15]2[CH:16]=[C:17]([C:18]3[NH:19][N:3]=[N:2][N:1]=3)[CH:20]=[CH:21][CH:22]=2)=[CH:9][CH:8]=1. The yield is 0.560.